Task: Predict the product of the given reaction.. Dataset: Forward reaction prediction with 1.9M reactions from USPTO patents (1976-2016) (1) Given the reactants [NH2:1][CH2:2][C@H:3]1[N:8]([C:9]([C:11]2[N:12]=[C:13]([CH3:23])[S:14][C:15]=2[C:16]2[CH:17]=[C:18]([CH3:22])[CH:19]=[CH:20][CH:21]=2)=[O:10])[CH2:7][C@H:6]2[C@@H:4]1[CH2:5]2.[N:24]1([C:30]2[CH:38]=[CH:37][CH:36]=[CH:35][C:31]=2[C:32](O)=[O:33])[CH2:29][CH2:28][O:27][CH2:26][CH2:25]1, predict the reaction product. The product is: [CH3:23][C:13]1[S:14][C:15]([C:16]2[CH:17]=[C:18]([CH3:22])[CH:19]=[CH:20][CH:21]=2)=[C:11]([C:9]([N:8]2[CH2:7][C@H:6]3[C@H:4]([CH2:5]3)[C@H:3]2[CH2:2][NH:1][C:32](=[O:33])[C:31]2[CH:35]=[CH:36][CH:37]=[CH:38][C:30]=2[N:24]2[CH2:29][CH2:28][O:27][CH2:26][CH2:25]2)=[O:10])[N:12]=1. (2) Given the reactants [F:1][C:2]1[CH:7]=[CH:6][C:5]([CH3:8])=[CH:4][CH:3]=1.C(O[O:14][C:15]([CH3:18])(C)C)(C)(C)C.[C]=O.[CH2:21]([OH:23])C, predict the reaction product. The product is: [F:1][C:2]1[CH:7]=[CH:6][C:5]([CH2:8][C:21]([O:14][CH2:15][CH3:18])=[O:23])=[CH:4][CH:3]=1. (3) Given the reactants [Cl:1][C:2]1[CH:3]=[CH:4][C:5]2[C:11]3[N:12]([CH:24]4[CH2:29][CH2:28][CH2:27][CH2:26][CH2:25]4)[C:13]4[C:18]([C:10]=3[CH2:9][CH2:8][N:7]([CH2:30][CH2:31][N:32]3[CH2:37][CH2:36][CH2:35][CH2:34][CH2:33]3)[C:6]=2[CH:38]=1)=[CH:17][C:16]([C:19]([O:21]CC)=[O:20])=[CH:15][CH:14]=4.[OH-].[Na+].[OH-].[Li+].O, predict the reaction product. The product is: [Cl:1][C:2]1[CH:3]=[CH:4][C:5]2[C:11]3[N:12]([CH:24]4[CH2:29][CH2:28][CH2:27][CH2:26][CH2:25]4)[C:13]4[C:18]([C:10]=3[CH2:9][CH2:8][N:7]([CH2:30][CH2:31][N:32]3[CH2:37][CH2:36][CH2:35][CH2:34][CH2:33]3)[C:6]=2[CH:38]=1)=[CH:17][C:16]([C:19]([OH:21])=[O:20])=[CH:15][CH:14]=4.